Dataset: Forward reaction prediction with 1.9M reactions from USPTO patents (1976-2016). Task: Predict the product of the given reaction. (1) Given the reactants [CH3:1][C:2](=[O:7])[CH2:3][C:4](=O)[CH3:5].CC1C=CC(S(OC[C:20]2[CH:25]=[CH:24][CH:23]=C[C:21]=2[S:26]([N:29]2[CH2:33][CH2:32][CH2:31][CH2:30]2)(=[O:28])=[O:27])(=O)=O)=CC=1.C(=O)([O-])[O-].[K+].[K+], predict the reaction product. The product is: [N:29]1([S:26]([C:21]2[CH:20]=[CH:25][CH:24]=[CH:23][C:5]=2[CH2:4][CH2:3][C:2](=[O:7])[CH3:1])(=[O:28])=[O:27])[CH2:30][CH2:31][CH2:32][CH2:33]1. (2) Given the reactants [CH2:1]([O:3][P:4]([C:9]([O:32][CH2:33][CH3:34])([C:12]1[CH:17]=[CH:16][C:15]([NH:18][C:19]2[N:27]=[C:26](I)[N:25]=[C:24]3[C:20]=2[N:21]=[CH:22][N:23]3[CH:29]([CH3:31])[CH3:30])=[CH:14][CH:13]=1)[PH2:10]=[O:11])(=[O:8])[O:5][CH2:6][CH3:7])[CH3:2].[Br-].[CH:36]1([Zn+])[CH2:40][CH2:39][CH2:38][CH2:37]1.O, predict the reaction product. The product is: [CH2:1]([O:3][P:4]([C:9]([C:12]1[CH:17]=[CH:16][C:15]([NH:18][C:19]2[N:27]=[C:26]([CH:36]3[CH2:40][CH2:39][CH2:38][CH2:37]3)[N:25]=[C:24]3[C:20]=2[N:21]=[CH:22][N:23]3[CH:29]([CH3:31])[CH3:30])=[CH:14][CH:13]=1)([O:32][CH2:33][CH3:34])[PH2:10]=[O:11])(=[O:8])[O:5][CH2:6][CH3:7])[CH3:2].